From a dataset of Full USPTO retrosynthesis dataset with 1.9M reactions from patents (1976-2016). Predict the reactants needed to synthesize the given product. (1) Given the product [CH3:1][C@H:2]1[NH:3][CH2:4][CH2:5][N:6]([C:18]([O:20][CH2:21][C:22]2[CH:27]=[CH:26][CH:25]=[CH:24][CH:23]=2)=[O:19])[CH2:7]1, predict the reactants needed to synthesize it. The reactants are: [CH3:1][C@@H:2]1[CH2:7][NH:6][CH2:5][CH2:4][NH:3]1.CCN(C(C)C)C(C)C.Cl[C:18]([O:20][CH2:21][C:22]1[CH:27]=[CH:26][CH:25]=[CH:24][CH:23]=1)=[O:19]. (2) Given the product [O:1]1[C:6]2[CH:7]=[CH:8][C:9]([NH:11][C:12]3[CH:17]=[C:16]([C:23]4[CH:24]=[CH:25][C:20]([F:19])=[CH:21][CH:22]=4)[CH:15]=[CH:14][N:13]=3)=[CH:10][C:5]=2[O:4][CH2:3][CH2:2]1, predict the reactants needed to synthesize it. The reactants are: [O:1]1[C:6]2[CH:7]=[CH:8][C:9]([NH:11][C:12]3[CH:17]=[C:16](I)[CH:15]=[CH:14][N:13]=3)=[CH:10][C:5]=2[O:4][CH2:3][CH2:2]1.[F:19][C:20]1[CH:25]=[CH:24][C:23](B(O)O)=[CH:22][CH:21]=1. (3) Given the product [Cl:1][C:2]1[CH:3]=[C:4]([N+:14]([O-:16])=[O:15])[C:5]([C:8]([OH:17])=[O:23])=[N:6][CH:7]=1, predict the reactants needed to synthesize it. The reactants are: [Cl:1][C:2]1[CH:3]=[C:4]([N+:14]([O-:16])=[O:15])[C:5]([C:8]#CC(C)(O)C)=[N:6][CH:7]=1.[O-:17][Mn](=O)(=O)=O.[K+].[OH-:23].[Na+]. (4) Given the product [CH2:1]([O:8][C:9]1[CH:10]=[C:11]2[C:16](=[CH:17][C:18]=1[O:19][CH3:20])[C:15]([C:21](=[O:30])[C:22]1[CH:27]=[CH:26][CH:25]=[C:24]([O:28][CH3:29])[CH:23]=1)=[N:14][CH:13]=[C:12]2[C:31]([OH:35])=[O:32])[C:2]1[CH:7]=[CH:6][CH:5]=[CH:4][CH:3]=1, predict the reactants needed to synthesize it. The reactants are: [CH2:1]([O:8][C:9]1[CH:10]=[C:11]2[C:16](=[CH:17][C:18]=1[O:19][CH3:20])[C:15]([C:21](=[O:30])[C:22]1[CH:27]=[CH:26][CH:25]=[C:24]([O:28][CH3:29])[CH:23]=1)=[N:14][CH:13]=[C:12]2[CH:31]=[O:32])[C:2]1[CH:7]=[CH:6][CH:5]=[CH:4][CH:3]=1.O.P([O-])(O)(O)=[O:35].[Na+].CC(=CC)C.Cl([O-])=O.[Na+]. (5) Given the product [N+:15]([C:8]1[CH:7]=[C:6]([S:3]([C:2]([F:13])([F:1])[F:14])(=[O:4])=[O:5])[CH:11]=[CH:10][C:9]=1[OH:12])([O-:17])=[O:16], predict the reactants needed to synthesize it. The reactants are: [F:1][C:2]([F:14])([F:13])[S:3]([C:6]1[CH:11]=[CH:10][C:9]([OH:12])=[CH:8][CH:7]=1)(=[O:5])=[O:4].[N+:15]([O-])([OH:17])=[O:16]. (6) Given the product [Cl:1][C:2]1[CH:3]=[C:4]2[C:9](=[C:10]([Cl:12])[CH:11]=1)[CH2:8][N:7]([CH3:13])[CH2:6][CH:5]2[C:14]1[CH:15]=[CH:16][C:17]([S:21]([Cl:20])(=[O:23])=[O:22])=[CH:18][CH:19]=1, predict the reactants needed to synthesize it. The reactants are: [Cl:1][C:2]1[CH:3]=[C:4]2[C:9](=[C:10]([Cl:12])[CH:11]=1)[CH2:8][N:7]([CH3:13])[CH2:6][CH:5]2[C:14]1[CH:19]=[CH:18][CH:17]=[CH:16][CH:15]=1.[Cl:20][S:21](O)(=[O:23])=[O:22]. (7) Given the product [C:19]1([CH2:25][O:26][C:27]2[CH:32]=[CH:31][C:30]([C:33]3[CH:41]=[C:40]4[C:36]([C:37]([NH:50][C:51](=[O:55])[CH2:52][CH2:53][CH3:54])=[N:38][NH:39]4)=[CH:35][CH:34]=3)=[CH:29][CH:28]=2)[CH:20]=[CH:21][CH:22]=[CH:23][CH:24]=1, predict the reactants needed to synthesize it. The reactants are: [F-].C([N+](CCCC)(CCCC)CCCC)CCC.[C:19]1([CH2:25][O:26][C:27]2[CH:32]=[CH:31][C:30]([C:33]3[CH:41]=[C:40]4[C:36]([C:37]([NH:50][C:51](=[O:55])[CH2:52][CH2:53][CH3:54])=[N:38][N:39]4COCC[Si](C)(C)C)=[CH:35][CH:34]=3)=[CH:29][CH:28]=2)[CH:24]=[CH:23][CH:22]=[CH:21][CH:20]=1.C(OCC)(=O)C. (8) Given the product [C:1]([O:5][C:6]([N:8]1[CH2:9][C:10]([NH2:17])([CH2:12][C:13]([O:15][CH3:16])=[O:14])[CH2:11]1)=[O:7])([CH3:4])([CH3:3])[CH3:2], predict the reactants needed to synthesize it. The reactants are: [C:1]([O:5][C:6]([N:8]1[CH2:11][C:10](=[CH:12][C:13]([O:15][CH3:16])=[O:14])[CH2:9]1)=[O:7])([CH3:4])([CH3:3])[CH3:2].[NH3:17].